The task is: Predict the reaction yield, written as a fraction of the theoretical maximum amount of product (1.0 means a 100% yield; for example, 0.34 means a 34% yield).. This data is from Reaction yield outcomes from USPTO patents with 853,638 reactions. (1) The reactants are ClCCCl.[N:5]([C:8]1[C:17]([C:18]2[CH:23]=[CH:22][C:21]([Cl:24])=[CH:20][CH:19]=2)=[N:16][C:15]([Br:25])=[CH:14][C:9]=1[C:10]([O:12][CH3:13])=[O:11])=[N+]=[N-]. The catalyst is C1COCC1.CCCCCCCC(O)=O.CCCCCCCC(O)=O.CCCCCCCC(O)=O.CCCCCCCC(O)=O.[Rh].[Rh]. The product is [Br:25][C:15]1[CH:14]=[C:9]([C:10]([O:12][CH3:13])=[O:11])[C:8]2[NH:5][C:19]3[CH:20]=[C:21]([Cl:24])[CH:22]=[CH:23][C:18]=3[C:17]=2[N:16]=1. The yield is 0.860. (2) The reactants are [CH2:1]([C:4]1[S:28][C:7]2[N:8]=[C:9]([C:25](O)=[O:26])[N:10]=[C:11]([N:12]3[CH2:17][CH2:16][N:15]4[C:18]([C:21]([F:24])([F:23])[F:22])=[N:19][N:20]=[C:14]4[CH2:13]3)[C:6]=2[CH:5]=1)[CH2:2][CH3:3].[NH:29]1[CH2:33][CH2:32][CH:31]([OH:34])[CH2:30]1.CN(C(ON1N=NC2C=CC=NC1=2)=[N+](C)C)C.F[P-](F)(F)(F)(F)F.C(N(CC)CC)C. The catalyst is CN(C)C=O. The product is [OH:34][CH:31]1[CH2:32][CH2:33][N:29]([C:25]([C:9]2[N:10]=[C:11]([N:12]3[CH2:17][CH2:16][N:15]4[C:18]([C:21]([F:24])([F:23])[F:22])=[N:19][N:20]=[C:14]4[CH2:13]3)[C:6]3[CH:5]=[C:4]([CH2:1][CH2:2][CH3:3])[S:28][C:7]=3[N:8]=2)=[O:26])[CH2:30]1. The yield is 0.250. (3) The reactants are [C:1]1([NH2:13])[C:6](Cl)=[C:5](Cl)[N:4]=[C:3]([C:9]([OH:11])=[O:10])[C:2]=1Cl.[Li+].[OH-]. The catalyst is [Pd]. The product is [NH2:13][C:1]1[CH:6]=[CH:5][N:4]=[C:3]([C:9]([OH:11])=[O:10])[CH:2]=1. The yield is 0.990. (4) The reactants are [NH2:1][C:2]1[CH:7]=[CH:6][N:5]=[CH:4][CH:3]=1.[OH-].[K+].[C:10]([O:14][C:15](O[C:15]([O:14][C:10]([CH3:13])([CH3:12])[CH3:11])=[O:16])=[O:16])([CH3:13])([CH3:12])[CH3:11]. The catalyst is O.CC(O)(C)C. The product is [C:10]([O:14][C:15]([NH:1][C:2]1[CH:7]=[CH:6][N:5]=[CH:4][CH:3]=1)=[O:16])([CH3:13])([CH3:12])[CH3:11]. The yield is 0.990. (5) The reactants are [Cl:1][C:2]1[CH:3]=[C:4]([C:8]2[N:13]=[C:12]3[CH2:14][CH2:15][CH2:16][C:11]3=[C:10]([NH:17][C:18]3[CH:30]=[CH:29][C:21]([O:22][CH:23]([CH3:28])[C:24](OC)=[O:25])=[CH:20][CH:19]=3)[CH:9]=2)[CH:5]=[CH:6][CH:7]=1.CC(C[AlH]CC(C)C)C. The catalyst is ClCCl. The product is [ClH:1].[Cl:1][C:2]1[CH:3]=[C:4]([C:8]2[N:13]=[C:12]3[CH2:14][CH2:15][CH2:16][C:11]3=[C:10]([NH:17][C:18]3[CH:19]=[CH:20][C:21]([O:22][CH:23]([CH3:28])[CH2:24][OH:25])=[CH:29][CH:30]=3)[CH:9]=2)[CH:5]=[CH:6][CH:7]=1. The yield is 0.660. (6) The reactants are [OH:1][C:2]1[CH:3]=[N:4][CH:5]=[CH:6][C:7]=1[NH2:8].[NH2:9][C:10]1[CH:18]=[CH:17][CH:16]=[CH:15][C:11]=1[C:12](O)=O. No catalyst specified. The product is [N:8]1[C:7]2[CH:6]=[CH:5][N:4]=[CH:3][C:2]=2[O:1][C:12]=1[C:11]1[CH:15]=[CH:16][CH:17]=[CH:18][C:10]=1[NH2:9]. The yield is 0.310.